Predict the reactants needed to synthesize the given product. From a dataset of Full USPTO retrosynthesis dataset with 1.9M reactions from patents (1976-2016). (1) Given the product [CH3:14][O:13][C@H:11]1[CH2:10][N:9]([C:15]([O:17][CH2:18][C:19]2[CH:20]=[CH:21][CH:22]=[CH:23][CH:24]=2)=[O:16])[C@H:8]([CH2:7][O:6][S:2]([CH3:1])(=[O:4])=[O:3])[CH2:12]1, predict the reactants needed to synthesize it. The reactants are: [CH3:1][S:2](Cl)(=[O:4])=[O:3].[OH:6][CH2:7][C@@H:8]1[CH2:12][C@@H:11]([O:13][CH3:14])[CH2:10][N:9]1[C:15]([O:17][CH2:18][C:19]1[CH:24]=[CH:23][CH:22]=[CH:21][CH:20]=1)=[O:16].C(N(CC)CC)C. (2) The reactants are: Br[C:2]1[CH:10]=[CH:9][CH:8]=[C:7]2[C:3]=1[CH2:4][CH2:5][C@@H:6]2[O:11][Si:12]([C:15]([CH3:18])([CH3:17])[CH3:16])([CH3:14])[CH3:13].CC1(C)C(C)(C)OB([C:27]2[CH:28]=[N:29]OC=2)O1.C([O-])([O-])=O.[Cs+].[Cs+].CN(C)C=O. Given the product [C:15]([Si:12]([CH3:14])([CH3:13])[O:11][C@@H:6]1[C:7]2[C:3](=[C:2]([CH2:27][C:28]#[N:29])[CH:10]=[CH:9][CH:8]=2)[CH2:4][CH2:5]1)([CH3:18])([CH3:17])[CH3:16], predict the reactants needed to synthesize it. (3) The reactants are: [CH2:1]([O:3][C:4](=[O:43])[CH2:5][CH2:6][C:7]1[CH:12]=[CH:11][CH:10]=[C:9]([O:13][CH2:14][CH2:15][CH2:16][O:17][C:18]2[CH:23]=[CH:22][CH:21]=[C:20]([C:24]([O:33]CC3C=CC(OC)=CC=3)([C:29]([F:32])([F:31])[F:30])[C:25]([F:28])([F:27])[F:26])[CH:19]=2)[CH:8]=1)[CH3:2]. Given the product [CH2:1]([O:3][C:4](=[O:43])[CH2:5][CH2:6][C:7]1[CH:12]=[CH:11][CH:10]=[C:9]([O:13][CH2:14][CH2:15][CH2:16][O:17][C:18]2[CH:23]=[CH:22][CH:21]=[C:20]([C:24]([OH:33])([C:29]([F:31])([F:32])[F:30])[C:25]([F:26])([F:27])[F:28])[CH:19]=2)[CH:8]=1)[CH3:2], predict the reactants needed to synthesize it. (4) Given the product [CH2:21]([N:11]1[C:12]2[C:7](=[C:6]([OH:36])[C:5]([C:3]([NH:37][CH2:38][CH2:39][C:40]([OH:42])=[O:41])=[O:2])=[N:14][C:13]=2[C:15]2[CH:16]=[N:17][CH:18]=[CH:19][CH:20]=2)[CH:8]=[C:9]([CH2:29][C:30]2[CH:31]=[CH:32][CH:33]=[CH:34][CH:35]=2)[C:10]1=[O:28])[C:22]1[CH:27]=[CH:26][CH:25]=[CH:24][CH:23]=1, predict the reactants needed to synthesize it. The reactants are: C[O:2][C:3]([C:5]1[C:6]([OH:36])=[C:7]2[C:12](=[C:13]([C:15]3[CH:16]=[N:17][CH:18]=[CH:19][CH:20]=3)[N:14]=1)[N:11]([CH2:21][C:22]1[CH:27]=[CH:26][CH:25]=[CH:24][CH:23]=1)[C:10](=[O:28])[C:9]([CH2:29][C:30]1[CH:35]=[CH:34][CH:33]=[CH:32][CH:31]=1)=[CH:8]2)=O.[NH2:37][CH2:38][CH2:39][C:40]([OH:42])=[O:41].C[O-].[Na+]. (5) Given the product [O:9]1[C:8]2[CH:7]=[CH:6][C:5]([C:10]3[CH:15]=[C:14]([C:16]4[CH:21]=[CH:20][CH:19]=[CH:18][CH:17]=4)[N:13]=[C:12]([O:22][CH2:35][CH2:34][CH2:33][CH2:32][CH2:31][O:30][Si:23]([CH3:25])([CH3:24])[C:26]([CH3:29])([CH3:28])[CH3:27])[CH:11]=3)=[CH:4][C:3]=2[O:2][CH2:1]1, predict the reactants needed to synthesize it. The reactants are: [CH2:1]1[O:9][C:8]2[CH:7]=[CH:6][C:5]([C:10]3[CH:15]=[C:14]([C:16]4[CH:21]=[CH:20][CH:19]=[CH:18][CH:17]=4)[NH:13][C:12](=[O:22])[CH:11]=3)=[CH:4][C:3]=2[O:2]1.[Si:23]([O:30][CH2:31][CH2:32][CH2:33][CH2:34][CH2:35]O)([C:26]([CH3:29])([CH3:28])[CH3:27])([CH3:25])[CH3:24].C1(P(C2C=CC=CC=2)C2C=CC=CC=2)C=CC=CC=1.CCOC(/N=N/C(OCC)=O)=O.